This data is from NCI-60 drug combinations with 297,098 pairs across 59 cell lines. The task is: Regression. Given two drug SMILES strings and cell line genomic features, predict the synergy score measuring deviation from expected non-interaction effect. (1) Drug 2: CC1=CC=C(C=C1)C2=CC(=NN2C3=CC=C(C=C3)S(=O)(=O)N)C(F)(F)F. Synergy scores: CSS=-0.149, Synergy_ZIP=-2.88, Synergy_Bliss=-5.06, Synergy_Loewe=-10.7, Synergy_HSA=-6.51. Drug 1: C1=CC(=CC=C1CC(C(=O)O)N)N(CCCl)CCCl.Cl. Cell line: SK-OV-3. (2) Drug 1: CN(CC1=CN=C2C(=N1)C(=NC(=N2)N)N)C3=CC=C(C=C3)C(=O)NC(CCC(=O)O)C(=O)O. Drug 2: COC1=C2C(=CC3=C1OC=C3)C=CC(=O)O2. Cell line: RPMI-8226. Synergy scores: CSS=18.3, Synergy_ZIP=-1.56, Synergy_Bliss=5.70, Synergy_Loewe=-32.2, Synergy_HSA=-8.31.